This data is from Full USPTO retrosynthesis dataset with 1.9M reactions from patents (1976-2016). The task is: Predict the reactants needed to synthesize the given product. (1) Given the product [N:30]([C:5]1[CH:9]=[CH:10][C:2]([CH3:1])=[N:3][CH:4]=1)=[C:33]=[O:18], predict the reactants needed to synthesize it. The reactants are: [CH3:1][C:2]1[CH:10]=[CH:9][C:5](C(O)=O)=[CH:4][N:3]=1.C1(P(N=[N+]=[N-])(C2C=CC=CC=2)=[O:18])C=CC=CC=1.C([N:30]([CH2:33]C)CC)C. (2) The reactants are: [OH:1][CH2:2][CH:3]1[CH2:10][CH:9]2[CH2:11][CH:5]([CH2:6][N:7](C(OC(C)(C)C)=O)[CH2:8]2)[CH2:4]1.[ClH:19].C(OCC)(=O)C. Given the product [ClH:19].[CH:9]12[CH2:11][CH:5]([CH2:4][CH:3]([CH2:2][OH:1])[CH2:10]1)[CH2:6][NH:7][CH2:8]2, predict the reactants needed to synthesize it.